This data is from Full USPTO retrosynthesis dataset with 1.9M reactions from patents (1976-2016). The task is: Predict the reactants needed to synthesize the given product. (1) Given the product [C:44]([OH:50])([C:46]([F:49])([F:48])[F:47])=[O:45].[NH2:30][C@H:25]1[CH2:26][CH2:27][CH2:28][CH2:29][C@H:24]1[NH:23][C:10]1[N:11]=[C:12]([C:16]2[CH:17]=[N:18][N:19]([CH3:22])[C:20]=2[CH3:21])[C:13]2[C:14](=[O:15])[NH:6][CH2:7][C:8]=2[N:9]=1, predict the reactants needed to synthesize it. The reactants are: COC1C=C(OC)C=CC=1C[N:6]1[C:14](=[O:15])[C:13]2[C:12]([C:16]3[CH:17]=[N:18][N:19]([CH3:22])[C:20]=3[CH3:21])=[N:11][C:10]([NH:23][C@@H:24]3[CH2:29][CH2:28][CH2:27][CH2:26][C@@H:25]3[NH:30]C(=O)OC(C)(C)C)=[N:9][C:8]=2[CH2:7]1.[C:44]([OH:50])([C:46]([F:49])([F:48])[F:47])=[O:45]. (2) Given the product [CH:35]1([C:34]2[N:33]([CH:38]3[CH2:39][CH:40]([CH2:42][CH:43]([CH3:45])[CH3:44])[CH2:41]3)[N:32]=[N:31][C:30]=2[CH:21]([CH2:20][CH2:19][OH:18])[CH2:22][C:23]([O:25][C:26]([CH3:28])([CH3:27])[CH3:29])=[O:24])[CH2:36][CH2:37]1, predict the reactants needed to synthesize it. The reactants are: [Si]([O:18][CH2:19][CH2:20][CH:21]([C:30]1[N:31]=[N:32][N:33]([CH:38]2[CH2:41][CH:40]([CH2:42][CH:43]([CH3:45])[CH3:44])[CH2:39]2)[C:34]=1[CH:35]1[CH2:37][CH2:36]1)[CH2:22][C:23]([O:25][C:26]([CH3:29])([CH3:28])[CH3:27])=[O:24])(C(C)(C)C)(C1C=CC=CC=1)C1C=CC=CC=1.O1CCCC1.[F-].C([N+](CCCC)(CCCC)CCCC)CCC.C(O)(=O)C. (3) Given the product [C:3]([CH2:4][C:8]([C:10]1[O:11][C:12]([C:15]#[N:16])=[CH:13][CH:14]=1)=[O:7])#[N:5], predict the reactants needed to synthesize it. The reactants are: [H-].[Na+].[C:3](#[N:5])[CH3:4].C[O:7][C:8]([C:10]1[O:11][C:12]([C:15]#[N:16])=[CH:13][CH:14]=1)=O.Cl. (4) Given the product [OH:51][C@@H:43]1[CH2:44][C:45]2[C:50](=[CH:49][CH:48]=[CH:47][CH:46]=2)[C@@H:42]1[NH:41][C:40]([C@@H:35]([NH:34][C:33]([N:73]1[CH2:74][C@H:75]([O:77][C:78]2[C:87]3[C:82](=[CH:83][C:84]([O:88][CH3:89])=[CH:85][CH:86]=3)[N:81]=[C:80]([C:90]3[CH:95]=[CH:94][CH:93]=[CH:92][CH:91]=3)[CH:79]=2)[CH2:76][C@H:72]1[C:70]([NH:69][C@:64]1([C:62]([OH:63])=[O:61])[CH2:66][C@H:65]1[CH:67]=[CH2:68])=[O:71])=[O:53])[CH2:36][CH2:39][C:20]1[CH:25]=[CH:24][CH:23]=[CH:22][CH:21]=1)=[O:52], predict the reactants needed to synthesize it. The reactants are: C(OC(NC(C(C)(C)C)C(O)=O)=O)(C)(C)C.C1[C:25]2[C:20](=[CH:21][CH:22]=[CH:23][CH:24]=2)[C@H](N)[C@@H]1O.C(O[C:33](=[O:53])[NH:34][CH:35]([C:40](=[O:52])[NH:41][CH:42]1[C:50]2[C:45](=[CH:46][CH:47]=[CH:48][CH:49]=2)[CH2:44][CH:43]1[OH:51])[C:36]([CH3:39])(C)C)(C)(C)C.ClNC(=O)[O-].C([O:61][C:62]([C:64]1([NH:69][C:70]([CH:72]2[CH2:76][CH:75]([O:77][C:78]3[C:87]4[C:82](=[CH:83][C:84]([O:88][CH3:89])=[CH:85][CH:86]=4)[N:81]=[C:80]([C:90]4[CH:95]=[CH:94][CH:93]=[CH:92][CH:91]=4)[CH:79]=3)[CH2:74][N:73]2C(=O)NC(C(=O)NC2C3C(=CC=CC=3)CC2O)C(C)(C)C)=[O:71])[CH2:66][CH:65]1[CH:67]=[CH2:68])=[O:63])C. (5) Given the product [F:1][C:2]1[CH:7]=[C:6]([F:8])[CH:5]=[CH:4][C:3]=1[N:9]1[C:13](=[O:14])[O:12][C:11]([C:15]2[CH:16]=[C:17]([CH:28]=[CH:29][CH:30]=2)[C:18]([OH:20])=[O:19])=[N:10]1, predict the reactants needed to synthesize it. The reactants are: [F:1][C:2]1[CH:7]=[C:6]([F:8])[CH:5]=[CH:4][C:3]=1[N:9]1[C:13](=[O:14])[O:12][C:11]([C:15]2[CH:16]=[C:17]([CH:28]=[CH:29][CH:30]=2)[C:18]([O:20]CC2C=CC=CC=2)=[O:19])=[N:10]1.Br.CCOCC. (6) Given the product [C:1]([O:5][C:6](/[C:8](=[CH:9]/[CH2:19][O:20][CH3:21])/[CH2:17][C:12]1([C:11]([OH:18])=[O:10])[CH2:16][CH2:15][CH2:14][CH2:13]1)=[O:7])([CH3:3])([CH3:2])[CH3:4], predict the reactants needed to synthesize it. The reactants are: [C:1]([O:5][C:6]([CH:8]1[CH2:17][C:12]2([CH2:16][CH2:15][CH2:14][CH2:13]2)[C:11](=[O:18])[O:10][CH:9]1[CH2:19][O:20][CH3:21])=[O:7])([CH3:4])([CH3:3])[CH3:2].N12CCCN=C1CCCCC2. (7) Given the product [F:38][C:36]1[CH:35]=[C:19]([CH:18]=[C:17]([CH2:16][NH:15][C:4](=[O:6])[C:3]2[CH:7]=[CH:8][C:9]([C:11]([F:14])([F:13])[F:12])=[CH:10][C:2]=2[F:1])[CH:37]=1)[O:20][C:21]1[CH:33]=[CH:32][C:24]([O:25][C:26]([CH3:30])([CH3:31])[C:27]([OH:29])=[O:28])=[C:23]([CH3:34])[CH:22]=1, predict the reactants needed to synthesize it. The reactants are: [F:1][C:2]1[CH:10]=[C:9]([C:11]([F:14])([F:13])[F:12])[CH:8]=[CH:7][C:3]=1[C:4]([OH:6])=O.[NH2:15][CH2:16][C:17]1[CH:18]=[C:19]([CH:35]=[C:36]([F:38])[CH:37]=1)[O:20][C:21]1[CH:33]=[CH:32][C:24]([O:25][C:26]([CH3:31])([CH3:30])[C:27]([OH:29])=[O:28])=[C:23]([CH3:34])[CH:22]=1.